This data is from Reaction yield outcomes from USPTO patents with 853,638 reactions. The task is: Predict the reaction yield, written as a fraction of the theoretical maximum amount of product (1.0 means a 100% yield; for example, 0.34 means a 34% yield). (1) The reactants are [Cl:1][C:2]1[CH:7]=[CH:6][C:5]([C:8](=[N:10][S@](C(C)(C)C)=O)[CH3:9])=[C:4]([F:17])[CH:3]=1.C([BH-](C(CC)C)C(CC)C)(CC)C.[Li+]. The catalyst is C1COCC1. The product is [Cl:1][C:2]1[CH:7]=[CH:6][C:5]([C@H:8]([NH2:10])[CH3:9])=[C:4]([F:17])[CH:3]=1. The yield is 0.790. (2) The reactants are C(NCC)C.C([Li])CCC.[CH2:11]([Sn:15](Cl)([CH2:20][CH2:21][CH2:22][CH3:23])[CH2:16][CH2:17][CH2:18][CH3:19])[CH2:12][CH2:13][CH3:14].[O:25]1[CH2:29]C[CH2:27][CH2:26]1. No catalyst specified. The product is [CH2:11]([Sn:15]([CH2:20][CH2:21][CH2:22][CH3:23])([CH2:16][CH2:17][CH2:18][CH3:19])[C:27]#[C:26][O:25][CH3:29])[CH2:12][CH2:13][CH3:14]. The yield is 0.780. (3) The reactants are [Cl:1][C:2]1[CH:7]=[CH:6][C:5]([CH2:8]Cl)=[CH:4][N:3]=1.[C-:10]#[N:11].[K+]. The catalyst is C(O)C.O. The product is [Cl:1][C:2]1[N:3]=[CH:4][C:5]([CH2:8][C:10]#[N:11])=[CH:6][CH:7]=1. The yield is 0.890. (4) The reactants are Cl.[CH2:2]([O:9][CH2:10][C@H:11]([O:13][C:14]1[CH:15]=[C:16]([C@H:20]([OH:37])[CH2:21][N:22]([CH2:30][C:31]2[CH:36]=[CH:35][CH:34]=[CH:33][CH:32]=2)[CH2:23][C:24]2[CH:29]=[CH:28][CH:27]=[CH:26][CH:25]=2)[CH:17]=[CH:18][CH:19]=1)[CH3:12])[C:3]1[CH:8]=[CH:7][CH:6]=[CH:5][CH:4]=1.C([Li])CCC.C([O:46][B:47]1OC(C)(C)C(C)(C)O1)(C)C.C(=O)(O)[O-].[Na+]. The catalyst is C1(C)C=CC=CC=1.O1CCCC1. The product is [CH2:2]([O:9][CH2:10][C@H:11]([O:13][C:14]1[C:15]2[B:47]([OH:46])[O:37][C@H:20]([CH2:21][N:22]([CH2:30][C:31]3[CH:32]=[CH:33][CH:34]=[CH:35][CH:36]=3)[CH2:23][C:24]3[CH:29]=[CH:28][CH:27]=[CH:26][CH:25]=3)[C:16]=2[CH:17]=[CH:18][CH:19]=1)[CH3:12])[C:3]1[CH:8]=[CH:7][CH:6]=[CH:5][CH:4]=1. The yield is 0.620. (5) The reactants are [Br:1][C:2]1[N:3]=[C:4]([C@@H:12]2[CH2:23][N:16]3[C:17](=[O:22])[N:18]([CH3:21])[CH2:19][CH2:20][C@@H:15]3[CH2:14][CH2:13]2)[N:5]2[CH:10]=[CH:9][N:8]=[C:7](Cl)[C:6]=12.[NH3:24].CC(O)C. No catalyst specified. The product is [NH2:24][C:7]1[C:6]2[N:5]([C:4]([C@@H:12]3[CH2:23][N:16]4[C:17](=[O:22])[N:18]([CH3:21])[CH2:19][CH2:20][C@@H:15]4[CH2:14][CH2:13]3)=[N:3][C:2]=2[Br:1])[CH:10]=[CH:9][N:8]=1. The yield is 0.730. (6) The reactants are [CH:1]([N:14]1[CH2:17][CH:16]([C:18](O)=[O:19])[CH2:15]1)([C:8]1[CH:13]=[CH:12][CH:11]=[CH:10][CH:9]=1)[C:2]1[CH:7]=[CH:6][CH:5]=[CH:4][CH:3]=1.C(N(CC)CC)C.C(Cl)(=O)OCC. The catalyst is O1CCCC1. The product is [CH:1]([N:14]1[CH2:17][CH:16]([CH2:18][OH:19])[CH2:15]1)([C:8]1[CH:13]=[CH:12][CH:11]=[CH:10][CH:9]=1)[C:2]1[CH:3]=[CH:4][CH:5]=[CH:6][CH:7]=1. The yield is 0.540. (7) The reactants are [F:1][C:2]1[CH:8]=[CH:7][C:5]([NH2:6])=[CH:4][CH:3]=1.[C:9]([CH2:11][C:12]([O-])=[O:13])#[N:10].CCN=C=NCCCN(C)C.C1C=CC2N(O)N=NC=2C=1.CCN(CC)CC. The catalyst is C(Cl)Cl.O. The product is [C:9]([CH2:11][C:12]([NH:6][C:5]1[CH:7]=[CH:8][C:2]([F:1])=[CH:3][CH:4]=1)=[O:13])#[N:10]. The yield is 0.840. (8) The reactants are C([Si](C)(C)[O:6][C:7]1[CH:12]=[CH:11][C:10]([O:13][CH2:14][CH:15]2[CH2:17][O:16]2)=[CH:9][CH:8]=1)(C)(C)C.[S:20]1[CH:24]=[CH:23][CH:22]=[C:21]1[C:25]1[C:33]2[C:32]([N:34]3[CH2:39][CH2:38][CH:37]([NH2:40])[CH2:36][CH2:35]3)=[N:31][CH:30]=[N:29][C:28]=2[S:27][CH:26]=1. No catalyst specified. The product is [OH:16][CH:15]([CH2:17][NH:40][CH:37]1[CH2:36][CH2:35][N:34]([C:32]2[C:33]3[C:25]([C:21]4[S:20][CH:24]=[CH:23][CH:22]=4)=[CH:26][S:27][C:28]=3[N:29]=[CH:30][N:31]=2)[CH2:39][CH2:38]1)[CH2:14][O:13][C:10]1[CH:9]=[CH:8][C:7]([OH:6])=[CH:12][CH:11]=1. The yield is 0.270.